Dataset: Reaction yield outcomes from USPTO patents with 853,638 reactions. Task: Predict the reaction yield, written as a fraction of the theoretical maximum amount of product (1.0 means a 100% yield; for example, 0.34 means a 34% yield). (1) The product is [Cl:38][C:35]1[CH:34]=[CH:33][C:32]([CH2:31][N:21]2[C:22]3[CH:23]=[CH:24][CH:25]=[CH:26][C:27]=3[C:28]3[N:29]([CH3:30])[C:17]([C:15]([NH:14][CH:11]4[CH2:10][CH2:9][N:8]([C:6](=[O:7])[CH2:5][OH:4])[CH2:13][CH2:12]4)=[O:16])=[C:18]([O:40][CH3:41])[C:19]=3[C:20]2=[O:39])=[CH:37][CH:36]=1. The reactants are C([O:4][CH2:5][C:6]([N:8]1[CH2:13][CH2:12][CH:11]([NH:14][C:15]([C:17]2[N:29]([CH3:30])[C:28]3[C:27]4[CH:26]=[CH:25][CH:24]=[CH:23][C:22]=4[N:21]([CH2:31][C:32]4[CH:37]=[CH:36][C:35]([Cl:38])=[CH:34][CH:33]=4)[C:20](=[O:39])[C:19]=3[C:18]=2[O:40][CH3:41])=[O:16])[CH2:10][CH2:9]1)=[O:7])(=O)C.C(=O)([O-])[O-].[K+].[K+].CO.O. The yield is 0.0200. The catalyst is C1COCC1.C(=O)([O-])O.[Na+]. (2) The reactants are [NH2:1][C:2]1[N:7]=[C:6](Cl)[CH:5]=[C:4]([Cl:9])[N:3]=1.[C:10]([NH2:14])([CH3:13])([CH3:12])[CH3:11]. The catalyst is CN1C(=O)CCC1. The product is [C:10]([NH:14][C:6]1[CH:5]=[C:4]([Cl:9])[N:3]=[C:2]([NH2:1])[N:7]=1)([CH3:13])([CH3:12])[CH3:11]. The yield is 1.00. (3) The reactants are [CH2:1]([N:8]1[CH2:16][C:15]2[C:10](=[CH:11][CH:12]=[C:13](Br)[CH:14]=2)[CH2:9]1)[C:2]1[CH:7]=[CH:6][CH:5]=[CH:4][CH:3]=1.C([Li])CCC.[O:23]1[CH2:28][CH2:27][C:26](=[O:29])[CH2:25][CH2:24]1. The catalyst is C1COCC1. The product is [CH2:1]([N:8]1[CH2:16][C:15]2[C:10](=[CH:11][CH:12]=[C:13]([C:26]3([OH:29])[CH2:27][CH2:28][O:23][CH2:24][CH2:25]3)[CH:14]=2)[CH2:9]1)[C:2]1[CH:7]=[CH:6][CH:5]=[CH:4][CH:3]=1. The yield is 0.250. (4) The reactants are Br[C:2]1[CH:9]=[C:8]([F:10])[CH:7]=[CH:6][C:3]=1[C:4]#[N:5].[O:11]1[CH2:15][C:14](=O)[N:13]=[C-:12]1.C([O-])([O-])=[O:18].[K+].[K+].CC1(C)C2C(=C(P(C3C=CC=CC=3)C3C=CC=CC=3)C=CC=2)OC2C(P(C3C=CC=CC=3)C3C=CC=CC=3)=CC=CC1=2. The catalyst is O1CCOCC1.C1C=CC(/C=C/C(/C=C/C2C=CC=CC=2)=O)=CC=1.C1C=CC(/C=C/C(/C=C/C2C=CC=CC=2)=O)=CC=1.C1C=CC(/C=C/C(/C=C/C2C=CC=CC=2)=O)=CC=1.[Pd].[Pd]. The product is [F:10][C:8]1[CH:7]=[CH:6][C:3]([C:4]#[N:5])=[C:2]([N:13]2[CH2:14][CH2:15][O:11][C:12]2=[O:18])[CH:9]=1. The yield is 0.500.